From a dataset of Forward reaction prediction with 1.9M reactions from USPTO patents (1976-2016). Predict the product of the given reaction. (1) Given the reactants C(OC(O[CH:9]1[CH2:14][C@H:13]([CH:15]([CH3:17])[CH3:16])[CH2:12][CH2:11][C:10]1=[CH2:18])C)CCC.[C:19](O)(=[O:25])[CH2:20]CCCC, predict the reaction product. The product is: [CH:15]([C@@H:13]1[CH2:14][CH2:9][C:10]([CH2:18][CH2:20][CH:19]=[O:25])=[CH:11][CH2:12]1)([CH3:16])[CH3:17]. (2) Given the reactants [C:1]([O:5]C(NCC1C=CC=CC=1F)=O)(C)(C)C.[CH2:17](N(CC)CC)C.[C:35](OC(OC(O[C:35]([CH3:38])([CH3:37])[CH3:36])=O)=O)([CH3:38])([CH3:37])[CH3:36].Cl.Br[C:41]1[CH:48]=[CH:47][C:44]([CH2:45][NH2:46])=[C:43]([F:49])[CH:42]=1, predict the reaction product. The product is: [CH3:17][C:35]([CH3:36])([CH3:37])[CH2:38][C:1]([C:41]1[CH:48]=[CH:47][C:44]([CH2:45][NH2:46])=[C:43]([F:49])[CH:42]=1)=[O:5]. (3) Given the reactants [CH3:1][C:2]1[C:3]2[CH:4]=[C:5]([OH:35])[CH:6]=[CH:7][C:8]=2[N:9]([CH2:18][C:19]2[CH:20]=[CH:21][C:22]([O:25][CH2:26][CH2:27][N:28]3[CH2:34][CH2:33][CH2:32][CH2:31][CH2:30][CH2:29]3)=[CH:23][CH:24]=2)[C:10]=1[C:11]1[CH:12]=[CH:13][C:14]([OH:17])=[CH:15][CH:16]=1.C[C:37]([CH3:39])=[O:38], predict the reaction product. The product is: [CH3:1][C:2]1[C:3]2[CH:4]=[C:5]([OH:35])[CH:6]=[CH:7][C:8]=2[N:9]([CH2:18][C:19]2[CH:24]=[CH:23][C:22]([O:25][CH2:26][CH2:27][N:28]3[CH2:29][CH2:30][CH2:31][CH2:32][CH2:33][CH2:34]3)=[CH:21][CH:20]=2)[C:10]=1[C:11]1[CH:12]=[CH:13][C:14]([OH:17])=[CH:15][CH:16]=1.[CH3:39][C:37]([OH:17])=[O:38]. (4) Given the reactants [CH:1]([N:4]1[C:8]2[CH:9]=[CH:10][CH:11]=[CH:12][C:7]=2[N:6]([C:13]([NH:15][CH2:16][CH:17]2[CH2:22][CH2:21][N:20]([C:23]3([C:29]([O:31]C(C)(C)C)=[O:30])[CH2:28][CH2:27][CH2:26][CH2:25][CH2:24]3)[CH2:19][CH2:18]2)=[O:14])[C:5]1=[O:36])([CH3:3])[CH3:2].FC(F)(F)C(O)=O.[Cl:44]CCl, predict the reaction product. The product is: [ClH:44].[CH:1]([N:4]1[C:8]2[CH:9]=[CH:10][CH:11]=[CH:12][C:7]=2[N:6]([C:13]([NH:15][CH2:16][CH:17]2[CH2:18][CH2:19][N:20]([C:23]3([C:29]([OH:31])=[O:30])[CH2:28][CH2:27][CH2:26][CH2:25][CH2:24]3)[CH2:21][CH2:22]2)=[O:14])[C:5]1=[O:36])([CH3:3])[CH3:2]. (5) Given the reactants [Cl:1][C:2]1[CH:10]=[CH:9][C:8]([C:11]2[N:12]([C:22]([O:24][C:25]([CH3:28])([CH3:27])[CH3:26])=[O:23])[C:13]3[C:18]([CH:19]=2)=[CH:17][C:16]([CH:20]=O)=[CH:15][CH:14]=3)=[C:7]2[C:3]=1[CH2:4][NH:5][C:6]2=[O:29].[CH3:30][O:31][CH2:32][CH2:33][NH2:34].C(O[BH-](OC(=O)C)OC(=O)C)(=O)C.[Na+], predict the reaction product. The product is: [Cl:1][C:2]1[CH:10]=[CH:9][C:8]([C:11]2[N:12]([C:22]([O:24][C:25]([CH3:28])([CH3:27])[CH3:26])=[O:23])[C:13]3[C:18]([CH:19]=2)=[CH:17][C:16]([CH2:20][NH:34][CH2:33][CH2:32][O:31][CH3:30])=[CH:15][CH:14]=3)=[C:7]2[C:3]=1[CH2:4][NH:5][C:6]2=[O:29]. (6) Given the reactants [F:1][C:2]1[CH:7]=[CH:6][C:5]([C:8](=[O:10])[CH3:9])=[CH:4][CH:3]=1.[C:11](OCC)(=[O:17])[C:12]([O:14][CH2:15][CH3:16])=[O:13], predict the reaction product. The product is: [CH2:15]([O:14][C:12](=[O:13])[C:11](=[O:17])[CH2:9][C:8]([C:5]1[CH:6]=[CH:7][C:2]([F:1])=[CH:3][CH:4]=1)=[O:10])[CH3:16]. (7) Given the reactants Br[CH2:2][C:3]1[N:13]([CH2:14][C:15]([CH3:18])([CH3:17])[CH3:16])[C:6]2[N:7]=[C:8]([C:11]#[N:12])[N:9]=[CH:10][C:5]=2[CH:4]=1.Cl.[CH2:20]([N:27]1[CH2:38][CH2:37][C:30]2([O:34][C:33](=[O:35])[NH:32][C:31]2=[O:36])[CH2:29][CH2:28]1)[C:21]1[CH:26]=[CH:25][CH:24]=[CH:23][CH:22]=1.C([O-])([O-])=O.[K+].[K+].C(N(CC)CC)C, predict the reaction product. The product is: [CH2:20]([N:27]1[CH2:38][CH2:37][C:30]2([O:34][C:33](=[O:35])[N:32]([CH2:2][C:3]3[N:13]([CH2:14][C:15]([CH3:18])([CH3:17])[CH3:16])[C:6]4[N:7]=[C:8]([C:11]#[N:12])[N:9]=[CH:10][C:5]=4[CH:4]=3)[C:31]2=[O:36])[CH2:29][CH2:28]1)[C:21]1[CH:22]=[CH:23][CH:24]=[CH:25][CH:26]=1. (8) Given the reactants C1(C)C=CC=CC=1.[CH:8]1([NH:14][C:15]2[CH:24]=[N:23][C:22]3[C:17](=[CH:18][C:19](Br)=[C:20]([O:25][CH3:26])[CH:21]=3)[N:16]=2)[CH2:13][CH2:12][CH2:11][CH2:10][CH2:9]1.[NH:28]1[CH2:33][CH2:32][O:31][CH2:30][CH2:29]1.CC(C)([O-])C.[Na+], predict the reaction product. The product is: [CH:8]1([NH:14][C:15]2[CH:24]=[N:23][C:22]3[C:17](=[CH:18][C:19]([N:28]4[CH2:33][CH2:32][O:31][CH2:30][CH2:29]4)=[C:20]([O:25][CH3:26])[CH:21]=3)[N:16]=2)[CH2:13][CH2:12][CH2:11][CH2:10][CH2:9]1. (9) The product is: [Cl:8][C:9]1[CH:10]=[C:11]([C:19]2[S:23][C:22]([C:24]3[C:25]([CH3:34])=[C:26]4[C:31](=[CH:32][CH:33]=3)[CH2:30][N:29]([C:55](=[O:56])[CH2:57][NH:58][CH2:2][CH2:3][OH:5])[CH2:28][CH2:27]4)=[N:21][N:20]=2)[CH:12]=[CH:13][C:14]=1[O:15][CH:16]([CH3:18])[CH3:17]. Given the reactants F[C:2](F)(F)[C:3]([OH:5])=O.[Cl:8][C:9]1[CH:10]=[C:11]([C:19]2[S:23][C:22]([C:24]3[C:25]([CH3:34])=[C:26]4[C:31](=[CH:32][CH:33]=3)[CH2:30][NH:29][CH2:28][CH2:27]4)=[N:21][N:20]=2)[CH:12]=[CH:13][C:14]=1[O:15][CH:16]([CH3:18])[CH3:17].CCN(C(C)C)C(C)C.BrCC(Br)=O.C(=O)([O-])[O-].[K+].[K+].[CH2:55]([CH2:57][NH2:58])[OH:56], predict the reaction product.